Dataset: Catalyst prediction with 721,799 reactions and 888 catalyst types from USPTO. Task: Predict which catalyst facilitates the given reaction. Reactant: [C:1]([O:5][C:6]([N:8]([CH3:22])[CH:9]1[CH:13]([OH:14])[CH2:12][N:11]([C:15]([O:17][C:18]([CH3:21])([CH3:20])[CH3:19])=[O:16])[CH2:10]1)=[O:7])([CH3:4])([CH3:3])[CH3:2].S(OC)(O[CH3:27])(=O)=O. Product: [C:1]([O:5][C:6]([N:8]([CH3:22])[CH:9]1[CH:13]([O:14][CH3:27])[CH2:12][N:11]([C:15]([O:17][C:18]([CH3:21])([CH3:20])[CH3:19])=[O:16])[CH2:10]1)=[O:7])([CH3:4])([CH3:3])[CH3:2]. The catalyst class is: 7.